Dataset: Reaction yield outcomes from USPTO patents with 853,638 reactions. Task: Predict the reaction yield, written as a fraction of the theoretical maximum amount of product (1.0 means a 100% yield; for example, 0.34 means a 34% yield). (1) The product is [NH2:1][C:2]1[N:6]([C:7]2[CH:12]=[CH:11][CH:10]=[C:9]([N+:13]([O-:15])=[O:14])[CH:8]=2)[N:5]=[CH:4][CH:3]=1. The yield is 0.800. The reactants are [NH2:1][C:2]1[N:6]([C:7]2[CH:12]=[CH:11][CH:10]=[C:9]([N+:13]([O-:15])=[O:14])[CH:8]=2)[N:5]=[CH:4][C:3]=1C#N.P(=O)(O)(O)O.[OH-].[NH4+]. No catalyst specified. (2) The reactants are [CH:1]1[C:2]2[C:9](=O)[NH:8][CH:7]=[N:6][C:3]=2[NH:4][N:5]=1.CN(C)C1C=CC=CC=1.C(N(CC)C(C)C)(C)C.[NH:29]1[CH2:39][CH2:38][CH:32]([C:33]([O:35][CH2:36][CH3:37])=[O:34])[CH2:31][CH2:30]1. The catalyst is P(Cl)(Cl)(Cl)=O.CN(C)C=O. The product is [CH2:36]([O:35][C:33]([CH:32]1[CH2:38][CH2:39][N:29]([C:9]2[N:8]=[CH:7][N:6]=[C:3]3[NH:4][N:5]=[CH:1][C:2]=23)[CH2:30][CH2:31]1)=[O:34])[CH3:37]. The yield is 0.220. (3) The reactants are [F:1][C:2]1[CH:7]=[C:6]([F:8])[CH:5]=[CH:4][C:3]=1[C:9]([OH:31])([CH2:25][N:26]1[CH:30]=[N:29][N:28]=[N:27]1)[C:10]([C:13]1[CH:18]=[CH:17][C:16](/[CH:19]=[CH:20]/[CH2:21][O:22][CH2:23][CH3:24])=[CH:15][N:14]=1)([F:12])[F:11]. The catalyst is CCO.[Pd]. The product is [F:1][C:2]1[CH:7]=[C:6]([F:8])[CH:5]=[CH:4][C:3]=1[C:9]([OH:31])([CH2:25][N:26]1[CH:30]=[N:29][N:28]=[N:27]1)[C:10]([C:13]1[CH:18]=[CH:17][C:16]([CH2:19][CH2:20][CH2:21][O:22][CH2:23][CH3:24])=[CH:15][N:14]=1)([F:11])[F:12]. The yield is 0.680. (4) The reactants are [Br:1][C:2]1[CH:3]=[C:4]([CH2:12][CH2:13][CH2:14][CH2:15]Br)[N:5]2[C:10]=1[C:9]([NH2:11])=[N:8][CH:7]=[N:6]2.[NH:17]1[CH2:21][CH2:20][CH2:19][CH2:18]1.C(N(CC)CC)C.[I-].[Na+]. The catalyst is CN(C=O)C. The product is [Br:1][C:2]1[CH:3]=[C:4]([CH2:12][CH2:13][CH2:14][CH2:15][N:17]2[CH2:21][CH2:20][CH2:19][CH2:18]2)[N:5]2[C:10]=1[C:9]([NH2:11])=[N:8][CH:7]=[N:6]2. The yield is 0.800. (5) The reactants are [NH2:1][C@@H:2]([CH2:33][C:34]1[CH:39]=[CH:38][CH:37]=[CH:36][CH:35]=1)[C@@H:3]([OH:32])[CH2:4][C@@H:5]([NH:19][C:20]([C@@H:22]([NH:27][C:28](=[O:31])[O:29][CH3:30])[C:23]([CH3:26])([CH3:25])[CH3:24])=[O:21])[CH2:6][C:7]1[CH:12]=[CH:11][C:10]([C:13]2[CH:18]=[CH:17][CH:16]=[CH:15][N:14]=2)=[CH:9][CH:8]=1.[CH3:40][C:41]([CH3:63])([CH3:62])[C@H:42]([N:46]1[CH2:50][CH2:49][N:48]([CH2:51][C:52]2[CH:57]=[CH:56][C:55]([N+:58]([O-:60])=[O:59])=[CH:54][CH:53]=2)[C:47]1=[O:61])[C:43](O)=[O:44].CCOP(ON1N=NC2C=CC=CC=2C1=O)(OCC)=O.C(N(CC)C(C)C)(C)C. The catalyst is C1COCC1. The product is [CH3:40][C:41]([CH3:63])([CH3:62])[C@H:42]([N:46]1[CH2:50][CH2:49][N:48]([CH2:51][C:52]2[CH:57]=[CH:56][C:55]([N+:58]([O-:60])=[O:59])=[CH:54][CH:53]=2)[C:47]1=[O:61])[C:43]([NH:1][C@@H:2]([CH2:33][C:34]1[CH:35]=[CH:36][CH:37]=[CH:38][CH:39]=1)[C@@H:3]([OH:32])[CH2:4][C@@H:5]([NH:19][C:20]([C@@H:22]([NH:27][C:28](=[O:31])[O:29][CH3:30])[C:23]([CH3:26])([CH3:25])[CH3:24])=[O:21])[CH2:6][C:7]1[CH:12]=[CH:11][C:10]([C:13]2[CH:18]=[CH:17][CH:16]=[CH:15][N:14]=2)=[CH:9][CH:8]=1)=[O:44]. The yield is 0.560. (6) The reactants are [F:1][CH2:2][CH:3]([NH:14][O:15][CH3:16])[CH2:4][C:5]1[C:10]([Cl:11])=[CH:9][C:8]([Cl:12])=[CH:7][C:6]=1[Cl:13].C(N(CC)CC)C.[CH3:24][N:25]1[CH:29]=[C:28]([C:30](Cl)=[O:31])[C:27]([C:33]([F:36])([F:35])[F:34])=[N:26]1. The catalyst is ClCCl. The product is [F:1][CH2:2][CH:3]([N:14]([O:15][CH3:16])[C:30]([C:28]1[C:27]([C:33]([F:36])([F:35])[F:34])=[N:26][N:25]([CH3:24])[CH:29]=1)=[O:31])[CH2:4][C:5]1[C:6]([Cl:13])=[CH:7][C:8]([Cl:12])=[CH:9][C:10]=1[Cl:11]. The yield is 0.510.